Dataset: Reaction yield outcomes from USPTO patents with 853,638 reactions. Task: Predict the reaction yield, written as a fraction of the theoretical maximum amount of product (1.0 means a 100% yield; for example, 0.34 means a 34% yield). The reactants are [CH3:1][O:2][C:3]1[CH:8]=[CH:7][C:6]([N:9]2[C:13](C(O)=O)=[CH:12][C:11]([C:17]([O:19][CH2:20][CH3:21])=[O:18])=[N:10]2)=[CH:5][CH:4]=1.C(N(CC)CC)C. The catalyst is S(Cl)(Cl)=O. The product is [CH3:1][O:2][C:3]1[CH:4]=[CH:5][C:6]([N:9]2[CH:13]=[CH:12][C:11]([C:17]([O:19][CH2:20][CH3:21])=[O:18])=[N:10]2)=[CH:7][CH:8]=1. The yield is 0.500.